Dataset: Forward reaction prediction with 1.9M reactions from USPTO patents (1976-2016). Task: Predict the product of the given reaction. (1) Given the reactants [F:1][C:2]1[CH:3]=[C:4]([C@H:8]2[CH2:12][N:11]([CH2:13][C:14]([F:17])([F:16])[F:15])[CH2:10][C@@H:9]2[NH:18]C(=O)OC(C)(C)C)[CH:5]=[CH:6][CH:7]=1.[ClH:26], predict the reaction product. The product is: [ClH:26].[F:1][C:2]1[CH:3]=[C:4]([C@H:8]2[CH2:12][N:11]([CH2:13][C:14]([F:15])([F:16])[F:17])[CH2:10][C@@H:9]2[NH2:18])[CH:5]=[CH:6][CH:7]=1. (2) Given the reactants CC1(C)C2[C:23](=C(P(C3C=CC=CC=3)C3C=CC=CC=3)C=CC=2)[O:22]C2C(P(C3C=CC=CC=3)C3C=CC=CC=3)=CC=CC1=2.Br[C:44]1[CH:49]=[CH:48][C:47]([CH:50]2[S:56][CH2:55][CH:54]([CH3:57])[NH:53][C:52]3[N:58]([CH2:67][CH3:68])[N:59]=[C:60]([C:61]4[CH:66]=[CH:65][CH:64]=[CH:63][N:62]=4)[C:51]2=3)=[C:46]([CH3:69])[CH:45]=1.C(O)(=O)C(O)=O.C([NH:78]N)C.BrC1C=CC(C=O)=C(C)C=1.SCC(=O)C.N#N, predict the reaction product. The product is: [CH2:67]([N:58]1[C:52]2[NH:53][CH:54]([CH3:57])[CH2:55][S:56][CH:50]([C:47]3[CH:48]=[CH:49][C:44]([C:23]([NH2:78])=[O:22])=[CH:45][C:46]=3[CH3:69])[C:51]=2[C:60]([C:61]2[CH:66]=[CH:65][CH:64]=[CH:63][N:62]=2)=[N:59]1)[CH3:68]. (3) Given the reactants [CH3:1][C:2]([CH3:33])([CH3:32])[C:3](=[O:31])[CH2:4][O:5][C:6]1[CH:11]=[CH:10][C:9]([C:12]([C:17]2[CH:18]=[C:19]([CH3:29])[C:20]3[O:24][C:23]([C:25]([OH:27])=O)=[CH:22][C:21]=3[CH:28]=2)([CH2:15][CH3:16])[CH2:13][CH3:14])=[CH:8][C:7]=1[CH3:30].C(Cl)CCl.Cl.C([O:41][C:42](=[O:46])[CH2:43][NH:44][CH3:45])C, predict the reaction product. The product is: [CH3:32][C:2]([CH3:33])([CH3:1])[C:3](=[O:31])[CH2:4][O:5][C:6]1[CH:11]=[CH:10][C:9]([C:12]([C:17]2[CH:18]=[C:19]([CH3:29])[C:20]3[O:24][C:23]([C:25]([N:44]([CH2:43][C:42]([OH:46])=[O:41])[CH3:45])=[O:27])=[CH:22][C:21]=3[CH:28]=2)([CH2:15][CH3:16])[CH2:13][CH3:14])=[CH:8][C:7]=1[CH3:30]. (4) Given the reactants C([O:3][C:4]([C:6]1[NH:10][C:9]2[CH:11]=[C:12]([Br:14])[O:13][C:8]=2[CH:7]=1)=[O:5])C.[OH-].[Na+], predict the reaction product. The product is: [Br:14][C:12]1[O:13][C:8]2[CH:7]=[C:6]([C:4]([OH:5])=[O:3])[NH:10][C:9]=2[CH:11]=1. (5) Given the reactants [CH:1]([O:4][C:5]1[N:10]=[C:9]([C:11](O)=[O:12])[CH:8]=[CH:7][C:6]=1[N+:14]([O-])=O)([CH3:3])[CH3:2].C(Cl)(C(Cl)=O)=O.[NH2:23][C:24]1[CH:25]=[CH:26][C:27]([C:34]([NH:36][C:37]2[CH:38]=[CH:39][C:40]([C:47]([NH:49][C:50]3[CH:51]=[CH:52][C:53]([C:60]([O:62][CH3:63])=[O:61])=[N:54][C:55]=3[O:56][CH:57]([CH3:59])[CH3:58])=[O:48])=[N:41][C:42]=2[O:43][CH:44]([CH3:46])[CH3:45])=[O:35])=[N:28][C:29]=1[O:30][CH:31]([CH3:33])[CH3:32].CCN(C(C)C)C(C)C, predict the reaction product. The product is: [NH2:14][C:6]1[CH:7]=[CH:8][C:9]([C:11]([NH:23][C:24]2[CH:25]=[CH:26][C:27]([C:34]([NH:36][C:37]3[CH:38]=[CH:39][C:40]([C:47]([NH:49][C:50]4[CH:51]=[CH:52][C:53]([C:60]([O:62][CH3:63])=[O:61])=[N:54][C:55]=4[O:56][CH:57]([CH3:59])[CH3:58])=[O:48])=[N:41][C:42]=3[O:43][CH:44]([CH3:46])[CH3:45])=[O:35])=[N:28][C:29]=2[O:30][CH:31]([CH3:32])[CH3:33])=[O:12])=[N:10][C:5]=1[O:4][CH:1]([CH3:3])[CH3:2]. (6) Given the reactants [CH:1]([C:4]1[N:5]=[C:6]([N:9]([CH2:18][C:19]2[CH:38]=[CH:37][C:22]([CH2:23][O:24][C:25]3[CH:30]=[CH:29][C:28]([CH2:31][CH2:32][C:33]([O:35]C)=[O:34])=[CH:27][CH:26]=3)=[CH:21][CH:20]=2)[CH2:10][CH2:11][C:12]2[CH:17]=[CH:16][CH:15]=[CH:14][CH:13]=2)[S:7][CH:8]=1)([CH3:3])[CH3:2].[OH-].[Na+].C(O)C.Cl, predict the reaction product. The product is: [CH:1]([C:4]1[N:5]=[C:6]([N:9]([CH2:18][C:19]2[CH:20]=[CH:21][C:22]([CH2:23][O:24][C:25]3[CH:26]=[CH:27][C:28]([CH2:31][CH2:32][C:33]([OH:35])=[O:34])=[CH:29][CH:30]=3)=[CH:37][CH:38]=2)[CH2:10][CH2:11][C:12]2[CH:13]=[CH:14][CH:15]=[CH:16][CH:17]=2)[S:7][CH:8]=1)([CH3:3])[CH3:2]. (7) Given the reactants [C:1](N1C=CN=C1)(N1C=CN=C1)=[O:2].[NH2:13][C:14]1[N:19]=[CH:18][N:17]=[C:16]2[N:20]([CH:24]3[CH2:29][CH2:28][CH:27]([NH:30][CH2:31][CH2:32][OH:33])[CH2:26][CH2:25]3)[N:21]=[C:22]([I:23])[C:15]=12, predict the reaction product. The product is: [NH2:13][C:14]1[N:19]=[CH:18][N:17]=[C:16]2[N:20]([CH:24]3[CH2:25][CH2:26][CH:27]([N:30]4[CH2:31][CH2:32][O:33][C:1]4=[O:2])[CH2:28][CH2:29]3)[N:21]=[C:22]([I:23])[C:15]=12.